Predict which catalyst facilitates the given reaction. From a dataset of Catalyst prediction with 721,799 reactions and 888 catalyst types from USPTO. Reactant: [CH2:1]([O:8][C:9]1[CH:10]=[C:11]([CH:26]=[O:27])[C:12]([C:15]2[CH:20]=[C:19]([CH:21]([CH3:23])[CH3:22])[CH:18]=[CH:17][C:16]=2[O:24][CH3:25])=[CH:13][CH:14]=1)[C:2]1[CH:7]=[CH:6][CH:5]=[CH:4][CH:3]=1.[BH4-].[Na+].[Cl-].[NH4+].C(OCC)(=O)C. Product: [CH2:1]([O:8][C:9]1[CH:14]=[CH:13][C:12]([C:15]2[CH:20]=[C:19]([CH:21]([CH3:22])[CH3:23])[CH:18]=[CH:17][C:16]=2[O:24][CH3:25])=[C:11]([CH2:26][OH:27])[CH:10]=1)[C:2]1[CH:3]=[CH:4][CH:5]=[CH:6][CH:7]=1. The catalyst class is: 8.